From a dataset of Catalyst prediction with 721,799 reactions and 888 catalyst types from USPTO. Predict which catalyst facilitates the given reaction. (1) Reactant: [F:1][C:2]([F:23])([F:22])[C:3]1[CH:4]=[C:5]([CH:19]=[CH:20][CH:21]=1)[C:6]([NH:8][C:9]1[CH:10]=[C:11]([CH:16]=[CH:17][CH:18]=1)[C:12]([O:14]C)=O)=[O:7].Cl.[CH2:25]([O:32][NH2:33])[C:26]1[CH:31]=[CH:30][CH:29]=[CH:28][CH:27]=1.C[Si]([N-][Si](C)(C)C)(C)C.[Li+]. Product: [CH2:25]([O:32][NH:33][C:12]([C:11]1[CH:10]=[C:9]([NH:8][C:6](=[O:7])[C:5]2[CH:19]=[CH:20][CH:21]=[C:3]([C:2]([F:1])([F:23])[F:22])[CH:4]=2)[CH:18]=[CH:17][CH:16]=1)=[O:14])[C:26]1[CH:31]=[CH:30][CH:29]=[CH:28][CH:27]=1. The catalyst class is: 7. (2) Reactant: [C:1]([C:3]1[CH:4]=[C:5]([C:22]2[CH:23]=[CH:24][C:25]([C:28](O)=[O:29])=[N:26][CH:27]=2)[CH:6]=[CH:7][C:8]=1[O:9][CH2:10][CH:11]1[CH2:16][CH2:15][N:14]([CH2:17][C:18]([F:21])([CH3:20])[CH3:19])[CH2:13][CH2:12]1)#[N:2].[NH:31]1[CH2:35][CH2:34][CH2:33][C@H:32]1[C:36]([NH2:38])=[O:37].C(Cl)CCl.C1C=CC2N(O)N=NC=2C=1.CCN(C(C)C)C(C)C. Product: [C:1]([C:3]1[CH:4]=[C:5]([C:22]2[CH:23]=[CH:24][C:25]([C:28]([N:31]3[CH2:35][CH2:34][CH2:33][C@H:32]3[C:36]([NH2:38])=[O:37])=[O:29])=[N:26][CH:27]=2)[CH:6]=[CH:7][C:8]=1[O:9][CH2:10][CH:11]1[CH2:12][CH2:13][N:14]([CH2:17][C:18]([F:21])([CH3:20])[CH3:19])[CH2:15][CH2:16]1)#[N:2]. The catalyst class is: 34.